The task is: Regression/Classification. Given a drug SMILES string, predict its absorption, distribution, metabolism, or excretion properties. Task type varies by dataset: regression for continuous measurements (e.g., permeability, clearance, half-life) or binary classification for categorical outcomes (e.g., BBB penetration, CYP inhibition). Dataset: cyp2c9_veith.. This data is from CYP2C9 inhibition data for predicting drug metabolism from PubChem BioAssay. (1) The compound is OC(CCCN1CCCCC1)(c1ccccc1)c1ccccc1. The result is 0 (non-inhibitor). (2) The drug is Cn1c(=O)n(C)c2cc(/C=N/n3cnnc3)ccc21. The result is 1 (inhibitor). (3) The drug is COC(=O)C/C=C\[C@@H](C)[C@@H](/C=N\O[C@@H](C)c1cn([C@H]2COC[C@H]2O)nn1)OC. The result is 0 (non-inhibitor). (4) The result is 0 (non-inhibitor). The drug is CC1(C)CC(=O)c2cnc(N)nc2C1.